From a dataset of Peptide-MHC class I binding affinity with 185,985 pairs from IEDB/IMGT. Regression. Given a peptide amino acid sequence and an MHC pseudo amino acid sequence, predict their binding affinity value. This is MHC class I binding data. (1) The peptide sequence is YQNEVTPEY. The MHC is HLA-B08:02 with pseudo-sequence HLA-B08:02. The binding affinity (normalized) is 0.0847. (2) The peptide sequence is GQTGVIADY. The MHC is HLA-A02:01 with pseudo-sequence HLA-A02:01. The binding affinity (normalized) is 0.0847. (3) The peptide sequence is WAPFNVLKV. The MHC is H-2-Db with pseudo-sequence H-2-Db. The binding affinity (normalized) is 0.466. (4) The peptide sequence is CMLNNSFYY. The MHC is HLA-A01:01 with pseudo-sequence HLA-A01:01. The binding affinity (normalized) is 0.308. (5) The peptide sequence is FLAHYIGTSL. The MHC is HLA-A02:17 with pseudo-sequence HLA-A02:17. The binding affinity (normalized) is 0.712.